Dataset: TCR-epitope binding with 47,182 pairs between 192 epitopes and 23,139 TCRs. Task: Binary Classification. Given a T-cell receptor sequence (or CDR3 region) and an epitope sequence, predict whether binding occurs between them. Result: 0 (the TCR does not bind to the epitope). The TCR CDR3 sequence is CASSWDTGSNTGELFF. The epitope is DRFYKTLRAEQASQEV.